This data is from Catalyst prediction with 721,799 reactions and 888 catalyst types from USPTO. The task is: Predict which catalyst facilitates the given reaction. (1) Reactant: [C:1]1([C:27]2[CH:32]=[CH:31][CH:30]=[CH:29][CH:28]=2)[CH:6]=[CH:5][C:4]([O:7][CH2:8][CH2:9][CH2:10][CH2:11][C:12]([C:14]2[CH:19]=[CH:18][C:17]([CH2:20][C@H:21]([O:25][CH3:26])[C:22]([OH:24])=[O:23])=[CH:16][CH:15]=2)=O)=[CH:3][CH:2]=1.[NH2:33][OH:34]. Product: [C:1]1([C:27]2[CH:32]=[CH:31][CH:30]=[CH:29][CH:28]=2)[CH:6]=[CH:5][C:4]([O:7][CH2:8][CH2:9][CH2:10][CH2:11][C:12]([C:14]2[CH:19]=[CH:18][C:17]([CH2:20][C@H:21]([O:25][CH3:26])[C:22]([OH:24])=[O:23])=[CH:16][CH:15]=2)=[N:33][OH:34])=[CH:3][CH:2]=1. The catalyst class is: 8. (2) Reactant: [NH:1]([C:3]1[C:8]([CH3:9])=[CH:7][C:6]([N+:10]([O-:12])=[O:11])=[CH:5][N:4]=1)[NH2:2].[CH3:13][C:14](OC(C)=O)=O.CC(O)=O. Product: [CH3:13][C:14]1[N:4]2[CH:5]=[C:6]([N+:10]([O-:12])=[O:11])[CH:7]=[C:8]([CH3:9])[C:3]2=[N:1][N:2]=1. The catalyst class is: 12. (3) Reactant: [NH2:1][C:2]1[CH:3]=[C:4]([C:8]2[N:9]([CH3:20])[C:10]3[C:15]([C:16]=2[C:17]#[N:18])=[CH:14][CH:13]=[C:12]([Cl:19])[CH:11]=3)[CH:5]=[N:6][CH:7]=1.[H-].[Na+].CC(S(Cl)(=O)=O)C. Product: [Cl:19][C:12]1[CH:11]=[C:10]2[C:15]([C:16]([C:17]#[N:18])=[C:8]([C:4]3[CH:3]=[C:2]([N:1]=[CH:8][N:9]([CH3:20])[CH3:10])[CH:7]=[N:6][CH:5]=3)[N:9]2[CH3:20])=[CH:14][CH:13]=1. The catalyst class is: 3. (4) Reactant: [Cl:1][C:2]1[CH:21]=[C:20]([Cl:22])[CH:19]=[CH:18][C:3]=1[CH2:4][N:5]1[C:9]([CH2:10][CH2:11][C:12]([O:14][CH2:15][CH3:16])=[O:13])=[CH:8][C:7]([OH:17])=[N:6]1.Cl[CH2:24][C:25]1[CH:30]=[CH:29][CH:28]=[CH:27][N:26]=1.C(=O)([O-])[O-].[K+].[K+].CN(C)C=O. Product: [Cl:1][C:2]1[CH:21]=[C:20]([Cl:22])[CH:19]=[CH:18][C:3]=1[CH2:4][N:5]1[C:9]([CH2:10][CH2:11][C:12]([O:14][CH2:15][CH3:16])=[O:13])=[CH:8][C:7]([O:17][CH2:24][C:25]2[CH:30]=[CH:29][CH:28]=[CH:27][N:26]=2)=[N:6]1. The catalyst class is: 6. (5) Reactant: Br[CH2:2][CH2:3][CH2:4][C:5]([CH3:15])([CH3:14])[CH2:6][O:7][CH:8]1[CH2:13][CH2:12][CH2:11][CH2:10][O:9]1.[C:16]1(=[O:26])[NH:20][C:19](=[O:21])[C:18]2=[CH:22][CH:23]=[CH:24][CH:25]=[C:17]12.[K].O. Product: [CH3:14][C:5]([CH3:15])([CH2:4][CH2:3][CH2:2][N:20]1[C:19](=[O:21])[C:18]2=[CH:22][CH:23]=[CH:24][CH:25]=[C:17]2[C:16]1=[O:26])[CH2:6][O:7][CH:8]1[CH2:13][CH2:12][CH2:11][CH2:10][O:9]1. The catalyst class is: 3. (6) Reactant: [CH3:1][O:2][C:3](=[O:23])[C@@H:4]([N:9]1[C:18](=[O:19])[C:17]2[C:12](=[CH:13][CH:14]=[C:15]([O:20][CH3:21])[CH:16]=2)[NH:11][C:10]1=[O:22])[CH2:5][CH2:6][CH2:7][CH3:8].[I-].[CH3:25][N:26]1[C:34]2[C:29](=[C:30]([CH3:35])[CH:31]=[CH:32][CH:33]=2)[C:28]([CH2:36][N+](C)(C)C)=[CH:27]1.C([O-])([O-])=O.[K+].[K+]. Product: [CH3:1][O:2][C:3](=[O:23])[C@@H:4]([N:9]1[C:18](=[O:19])[C:17]2[C:12](=[CH:13][CH:14]=[C:15]([O:20][CH3:21])[CH:16]=2)[N:11]([CH2:36][C:28]2[C:29]3[C:34](=[CH:33][CH:32]=[CH:31][C:30]=3[CH3:35])[N:26]([CH3:25])[CH:27]=2)[C:10]1=[O:22])[CH2:5][CH2:6][CH2:7][CH3:8]. The catalyst class is: 31. (7) Reactant: [NH:1]1[C:9]2[C:4](=[CH:5][C:6]([NH:10][C:11]3[N:20]=[CH:19][C:18]([CH:21]4[CH2:23][CH2:22]4)=[CH:17][C:12]=3[C:13]([O:15]C)=[O:14])=[CH:7][CH:8]=2)[CH:3]=[CH:2]1.CC(C)([O-])C.[K+].Br[CH2:31][CH2:32][CH:33]([CH3:35])[CH3:34].C(OCC)(=O)C. Product: [CH:21]1([C:18]2[CH:19]=[N:20][C:11]([NH:10][C:6]3[CH:5]=[C:4]4[C:9](=[CH:8][CH:7]=3)[N:1]([CH2:31][CH2:32][CH:33]([CH3:35])[CH3:34])[CH:2]=[CH:3]4)=[C:12]([CH:17]=2)[C:13]([OH:15])=[O:14])[CH2:22][CH2:23]1. The catalyst class is: 35.